Task: Predict the product of the given reaction.. Dataset: Forward reaction prediction with 1.9M reactions from USPTO patents (1976-2016) (1) Given the reactants [Cl:1][C:2]1[C:6](Cl)=[N:5][S:4][N:3]=1.O.O.O.O.O.O.[NH:14]1[CH2:19][CH2:18][NH:17][CH2:16][CH2:15]1.[OH-].[Na+], predict the reaction product. The product is: [ClH:1].[Cl:1][C:2]1[C:6]([N:14]2[CH2:19][CH2:18][NH:17][CH2:16][CH2:15]2)=[N:5][S:4][N:3]=1. (2) Given the reactants [Br:1][C:2]1[C:6]2=[N:7][CH:8]=[CH:9][CH:10]=[C:5]2[S:4][CH:3]=1.[CH2:11]1CCCCC1.CI, predict the reaction product. The product is: [Br:1][C:2]1[C:6]2=[N:7][CH:8]=[CH:9][CH:10]=[C:5]2[S:4][C:3]=1[CH3:11].